Dataset: Catalyst prediction with 721,799 reactions and 888 catalyst types from USPTO. Task: Predict which catalyst facilitates the given reaction. Reactant: [F-].C([N+:6](CCCC)(CCCC)CCCC)CCC.[Cl:19][C:20]1[CH:21]=[C:22]([C:27]2([CH2:38][CH2:39][O:40][Si](C(C)(C)C)(C3C=CC=CC=3)C3C=CC=CC=3)[CH2:29][C:28]2([C:34]([O:36][CH3:37])=[O:35])[C:30](OC)=[O:31])[CH:23]=[CH:24][C:25]=1[Cl:26].[NH4+].[OH-]. Product: [NH2:6][C:30]([C:28]1([C:34]([O:36][CH3:37])=[O:35])[CH2:29][C:27]1([C:22]1[CH:23]=[CH:24][C:25]([Cl:26])=[C:20]([Cl:19])[CH:21]=1)[CH2:38][CH2:39][OH:40])=[O:31]. The catalyst class is: 36.